Dataset: Forward reaction prediction with 1.9M reactions from USPTO patents (1976-2016). Task: Predict the product of the given reaction. Given the reactants [NH2:1][C:2]1[C:11]2[N:12]=[C:13]([CH2:20][O:21][CH2:22][CH3:23])[N:14]([CH2:15][C:16]([CH3:19])([OH:18])[CH3:17])[C:10]=2[C:9]2[N:8]=[CH:7][C:6](Br)=[CH:5][C:4]=2[N:3]=1.[Si:25]([O:32][CH2:33][C:34]1[CH:35]=[C:36](B(O)O)[CH:37]=[N:38][CH:39]=1)([C:28]([CH3:31])([CH3:30])[CH3:29])([CH3:27])[CH3:26].C(=O)([O-])[O-].[K+].[K+].COCCOC, predict the reaction product. The product is: [NH2:1][C:2]1[C:11]2[N:12]=[C:13]([CH2:20][O:21][CH2:22][CH3:23])[N:14]([CH2:15][C:16]([CH3:19])([OH:18])[CH3:17])[C:10]=2[C:9]2[N:8]=[CH:7][C:6]([C:36]3[CH:37]=[N:38][CH:39]=[C:34]([CH2:33][O:32][Si:25]([C:28]([CH3:31])([CH3:30])[CH3:29])([CH3:26])[CH3:27])[CH:35]=3)=[CH:5][C:4]=2[N:3]=1.